The task is: Predict the reactants needed to synthesize the given product.. This data is from Full USPTO retrosynthesis dataset with 1.9M reactions from patents (1976-2016). Given the product [CH3:19][C:18]1[C:2]([NH:20][CH2:21][CH2:22][CH2:23][CH2:24][CH2:25][CH2:26][C:27]([OH:29])=[O:28])=[CH:3][C:4]2[N:13]([CH3:14])[C:12]3[C:7]([C:8](=[O:16])[NH:9][C:10](=[O:15])[N:11]=3)=[N:6][C:5]=2[CH:17]=1, predict the reactants needed to synthesize it. The reactants are: Cl[C:2]1[C:18]([CH3:19])=[CH:17][C:5]2[N:6]=[C:7]3[C:12]([N:13]([CH3:14])[C:4]=2[CH:3]=1)=[N:11][C:10](=[O:15])[NH:9][C:8]3=[O:16].[NH2:20][CH2:21][CH2:22][CH2:23][CH2:24][CH2:25][CH2:26][C:27]([OH:29])=[O:28].